This data is from Catalyst prediction with 721,799 reactions and 888 catalyst types from USPTO. The task is: Predict which catalyst facilitates the given reaction. (1) Product: [CH3:1][O:2][CH2:3][C@H:4]([CH3:31])[O:5][C:6]1[CH:7]=[C:8]([C:23]2[NH:27][C:26]([C:28]([NH:37][CH2:36][C:35]([O:34][CH3:33])=[O:38])=[O:29])=[CH:25][CH:24]=2)[CH:9]=[C:10]([O:12][C:13]2[CH:18]=[CH:17][C:16]([S:19]([CH3:22])(=[O:21])=[O:20])=[CH:15][CH:14]=2)[CH:11]=1. Reactant: [CH3:1][O:2][CH2:3][C@H:4]([CH3:31])[O:5][C:6]1[CH:7]=[C:8]([C:23]2[NH:27][C:26]([C:28](O)=[O:29])=[CH:25][CH:24]=2)[CH:9]=[C:10]([O:12][C:13]2[CH:18]=[CH:17][C:16]([S:19]([CH3:22])(=[O:21])=[O:20])=[CH:15][CH:14]=2)[CH:11]=1.Cl.[CH3:33][O:34][C:35](=[O:38])[CH2:36][NH2:37].CCN=C=NCCCN(C)C.Cl.Cl. The catalyst class is: 112. (2) Reactant: Cl[C:2]1[CH:7]=[C:6]([CH2:8][CH3:9])[N:5]=[C:4]([C:10]2[CH:15]=[CH:14][CH:13]=[C:12]([Cl:16])[CH:11]=2)[N:3]=1.[Cl:17][C:18]1[CH:19]=[N:20][N:21]([CH2:23][C:24]2[CH:30]=[CH:29][C:27]([NH2:28])=[CH:26][CH:25]=2)[CH:22]=1. Product: [Cl:17][C:18]1[CH:19]=[N:20][N:21]([CH2:23][C:24]2[CH:30]=[CH:29][C:27]([NH:28][C:2]3[CH:7]=[C:6]([CH2:8][CH3:9])[N:5]=[C:4]([C:10]4[CH:15]=[CH:14][CH:13]=[C:12]([Cl:16])[CH:11]=4)[N:3]=3)=[CH:26][CH:25]=2)[CH:22]=1. The catalyst class is: 37. (3) The catalyst class is: 92. Reactant: [CH2:1]1[C:10]2[C:5](=[CH:6][C:7]([C:11]([O:13]C)=[O:12])=[CH:8][CH:9]=2)[CH2:4][CH2:3][N:2]1[C:15]([O:17][C:18]([CH3:21])([CH3:20])[CH3:19])=[O:16].[OH-].[Na+]. Product: [CH3:21][C:18]([O:17][C:15]([N:2]1[CH2:3][CH2:4][C:5]2[C:10](=[CH:9][CH:8]=[C:7]([C:11]([OH:13])=[O:12])[CH:6]=2)[CH2:1]1)=[O:16])([CH3:19])[CH3:20]. (4) Reactant: [C:1]([O:5][C:6]([N:8]1[CH2:13][C:12]([C:14]2[CH:19]=[C:18]([CH:20]3[CH2:25][CH2:24][N:23]([C:26](=[O:28])[CH3:27])[CH2:22][CH2:21]3)[CH:17]=[CH:16][C:15]=2[NH2:29])=[CH:11][CH2:10][CH2:9]1)=[O:7])([CH3:4])([CH3:3])[CH3:2].C1CN([P+](Br)(N2CCCC2)N2CCCC2)CC1.F[P-](F)(F)(F)(F)F.[C:54]([C:56]1[N:57]=[C:58]([C:69](O)=[O:70])[N:59]([CH2:61][O:62][CH2:63][CH2:64][Si:65]([CH3:68])([CH3:67])[CH3:66])[CH:60]=1)#[N:55].[K+].C(C1N=C(C([O-])=O)N(COCC[Si](C)(C)C)C=1)#N.CCN(C(C)C)C(C)C. Product: [C:1]([O:5][C:6]([N:8]1[CH2:13][C:12]([C:14]2[CH:19]=[C:18]([CH:20]3[CH2:21][CH2:22][N:23]([C:26](=[O:28])[CH3:27])[CH2:24][CH2:25]3)[CH:17]=[CH:16][C:15]=2[NH:29][C:69]([C:58]2[N:59]([CH2:61][O:62][CH2:63][CH2:64][Si:65]([CH3:68])([CH3:67])[CH3:66])[CH:60]=[C:56]([C:54]#[N:55])[N:57]=2)=[O:70])=[CH:11][CH2:10][CH2:9]1)=[O:7])([CH3:4])([CH3:2])[CH3:3]. The catalyst class is: 2. (5) Reactant: Cl[C:2]1[N:7]=[C:6]([O:8][CH3:9])[N:5]=[C:4]([NH:10][CH2:11][CH2:12][C:13]2[CH:18]=[CH:17][C:16]([O:19][CH3:20])=[CH:15][CH:14]=2)[CH:3]=1.[C:21]([C:24]1[CH:25]=[C:26](B(O)O)[CH:27]=[CH:28][CH:29]=1)([OH:23])=[O:22].C([O-])([O-])=O.[Cs+].[Cs+]. Product: [CH3:9][O:8][C:6]1[N:7]=[C:2]([C:28]2[CH:29]=[C:24]([CH:25]=[CH:26][CH:27]=2)[C:21]([OH:23])=[O:22])[CH:3]=[C:4]([NH:10][CH2:11][CH2:12][C:13]2[CH:18]=[CH:17][C:16]([O:19][CH3:20])=[CH:15][CH:14]=2)[N:5]=1. The catalyst class is: 659. (6) Reactant: [Si]([O:8][CH:9]1[CH2:12][N:11]([C:13]2[CH:18]=[CH:17][C:16]([N:19]3[CH2:23][C@H:22]([CH2:24][O:25][C:26]4[CH:30]=[CH:29][O:28][N:27]=4)[O:21][C:20]3=[O:31])=[CH:15][C:14]=2[F:32])[CH2:10]1)(C(C)(C)C)(C)C.[F-].C([N+](CCCC)(CCCC)CCCC)CCC.O. Product: [OH:8][CH:9]1[CH2:12][N:11]([C:13]2[CH:18]=[CH:17][C:16]([N:19]3[CH2:23][C@H:22]([CH2:24][O:25][C:26]4[CH:30]=[CH:29][O:28][N:27]=4)[O:21][C:20]3=[O:31])=[CH:15][C:14]=2[F:32])[CH2:10]1. The catalyst class is: 7.